This data is from Reaction yield outcomes from USPTO patents with 853,638 reactions. The task is: Predict the reaction yield, written as a fraction of the theoretical maximum amount of product (1.0 means a 100% yield; for example, 0.34 means a 34% yield). (1) The catalyst is CC([O-])=O.CC([O-])=O.[Pd+2].O.C(O)C. The reactants are Cl[C:2]1[CH:3]=[C:4]([C:12]2[CH:13]=[N:14][C:15]([C:18]([F:21])([F:20])[F:19])=[N:16][CH:17]=2)[C:5]([C:8]([F:11])([F:10])[F:9])=[N:6][CH:7]=1.FB([CH2:26][NH:27][C:28](=[O:34])[O:29][C:30]([CH3:33])([CH3:32])[CH3:31])(F)F.[K].COC1C=CC=C(OC)C=1C1C=CC=CC=1P(C1CCCCC1)C1CCCCC1.C(=O)([O-])[O-].[Na+].[Na+]. The yield is 0.390. The product is [F:9][C:8]([F:11])([F:10])[C:5]1[N:6]=[CH:7][C:2]([CH2:26][NH:27][C:28](=[O:34])[O:29][C:30]([CH3:33])([CH3:32])[CH3:31])=[CH:3][C:4]=1[C:12]1[CH:13]=[N:14][C:15]([C:18]([F:21])([F:20])[F:19])=[N:16][CH:17]=1. (2) The reactants are [CH3:1][O:2][C:3]1[CH:21]=[C:20]([O:22][CH2:23][C:24]2[N:25]=[C:26]([C:29]3[CH:37]=[CH:36][C:32]([C:33](O)=[O:34])=[CH:31][CH:30]=3)[S:27][CH:28]=2)[C:6]2[CH:7]=[C:8]([C:10]3[N:11]=[C:12]4[N:16]([CH:17]=3)[N:15]=[C:14]([O:18][CH3:19])[S:13]4)[O:9][C:5]=2[CH:4]=1.CCN(C(C)C)C(C)C.[CH3:47][O:48][CH2:49][CH2:50][NH:51][CH3:52].CN(C(ON1N=NC2C=CC=NC1=2)=[N+](C)C)C.F[P-](F)(F)(F)(F)F. The catalyst is CN(C=O)C. The product is [CH3:1][O:2][C:3]1[CH:21]=[C:20]([O:22][CH2:23][C:24]2[N:25]=[C:26]([C:29]3[CH:30]=[CH:31][C:32]([C:33]([N:51]([CH2:50][CH2:49][O:48][CH3:47])[CH3:52])=[O:34])=[CH:36][CH:37]=3)[S:27][CH:28]=2)[C:6]2[CH:7]=[C:8]([C:10]3[N:11]=[C:12]4[N:16]([CH:17]=3)[N:15]=[C:14]([O:18][CH3:19])[S:13]4)[O:9][C:5]=2[CH:4]=1. The yield is 0.780. (3) The reactants are [N:1]1[CH:6]=[CH:5][C:4]([N:7]2[CH2:12][CH2:11][CH:10]([CH2:13][NH:14][C:15]3[CH:20]=[CH:19][N:18]=[CH:17][C:16]=3[NH2:21])[CH2:9][CH2:8]2)=[CH:3][CH:2]=1.[CH3:22][O:23][C:24]1[CH:32]=[CH:31][C:27]([C:28](Cl)=[O:29])=[CH:26][CH:25]=1. No catalyst specified. The product is [CH3:22][O:23][C:24]1[CH:32]=[CH:31][C:27]([C:28]([NH:21][C:16]2[CH:17]=[N:18][CH:19]=[CH:20][C:15]=2[NH:14][CH2:13][CH:10]2[CH2:9][CH2:8][N:7]([C:4]3[CH:5]=[CH:6][N:1]=[CH:2][CH:3]=3)[CH2:12][CH2:11]2)=[O:29])=[CH:26][CH:25]=1. The yield is 0.0600. (4) The reactants are [Cl:1][C:2]1[CH:7]=[CH:6][C:5](I)=[C:4]([O:9][CH3:10])[CH:3]=1.C(N(CC)CC)C.[CH:18]([O:20]CCCC)=[CH2:19]. The catalyst is CN(C=O)C.C1C=CC(P(C2C=CC=CC=2)[C-]2C=CC=C2)=CC=1.C1C=CC(P(C2C=CC=CC=2)[C-]2C=CC=C2)=CC=1.[Fe+2].CC([O-])=O.CC([O-])=O.[Pd+2]. The product is [Cl:1][C:2]1[CH:7]=[CH:6][C:5]([C:18](=[O:20])[CH3:19])=[C:4]([O:9][CH3:10])[CH:3]=1. The yield is 0.650.